From a dataset of TCR-epitope binding with 47,182 pairs between 192 epitopes and 23,139 TCRs. Binary Classification. Given a T-cell receptor sequence (or CDR3 region) and an epitope sequence, predict whether binding occurs between them. (1) The epitope is TPINLVRDL. The TCR CDR3 sequence is CSVETGEATDTQYF. Result: 1 (the TCR binds to the epitope). (2) The epitope is AYILFTRFFYV. The TCR CDR3 sequence is CASSLASYGYTF. Result: 0 (the TCR does not bind to the epitope). (3) The epitope is KLNVGDYFV. The TCR CDR3 sequence is CGILAGVEQFF. Result: 1 (the TCR binds to the epitope). (4) The epitope is LLLGIGILV. The TCR CDR3 sequence is CASSQAGLEAYNEQFF. Result: 0 (the TCR does not bind to the epitope).